This data is from Catalyst prediction with 721,799 reactions and 888 catalyst types from USPTO. The task is: Predict which catalyst facilitates the given reaction. (1) Reactant: [CH:1]12[O:6][CH:5]1[CH2:4][N:3]([C:7]([O:9][CH2:10][C:11]1[CH:16]=[CH:15][CH:14]=[CH:13][CH:12]=1)=[O:8])[CH2:2]2.[N-:17]=[N+:18]=[N-:19].[Na+].[Cl-].[Na+]. Product: [N:17]([CH:1]1[CH:5]([OH:6])[CH2:4][N:3]([C:7]([O:9][CH2:10][C:11]2[CH:16]=[CH:15][CH:14]=[CH:13][CH:12]=2)=[O:8])[CH2:2]1)=[N+:18]=[N-:19]. The catalyst class is: 95. (2) Reactant: [O:1]=[C:2]1[NH:6][C@H:5]([C:7]([O:9][C:10]([CH3:13])([CH3:12])[CH3:11])=[O:8])[CH2:4][CH2:3]1.[C:14](O[C:14]([O:16][C:17]([CH3:20])([CH3:19])[CH3:18])=[O:15])([O:16][C:17]([CH3:20])([CH3:19])[CH3:18])=[O:15]. Product: [O:1]=[C:2]1[N:6]([C:14]([O:16][C:17]([CH3:20])([CH3:19])[CH3:18])=[O:15])[C@H:5]([C:7]([O:9][C:10]([CH3:13])([CH3:12])[CH3:11])=[O:8])[CH2:4][CH2:3]1. The catalyst class is: 112. (3) Reactant: C([O:9][C@@H:10]1[C@H:17]([O:18]C(=O)C2C=CC=CC=2)[C@@H:16]([CH2:27][O:28]C(=O)C2C=CC=CC=2)[O:15][C@H:11]1[C:12]([OH:14])=O)(=O)C1C=CC=CC=1.C1(P(C2C=CC=CC=2)C2C=CC=CC=2)C=CC=CC=1.C1C=C(SSC2N=CC=CC=2)N=CC=1.[CH3:70][O:71][C:72]1[CH:79]=[CH:78][C:75]([NH:76][CH3:77])=[CH:74][CH:73]=1. Product: [OH:9][C@@H:10]1[C@H:17]([OH:18])[C@@H:16]([CH2:27][OH:28])[O:15][CH:11]1[C:12]([N:76]([C:75]1[CH:78]=[CH:79][C:72]([O:71][CH3:70])=[CH:73][CH:74]=1)[CH3:77])=[O:14]. The catalyst class is: 1. (4) Reactant: [Cl:1][C:2]1[CH:18]=[CH:17][C:5]([C:6]([NH:8][C:9]2[CH:14]=[CH:13][N:12]=[C:11]([O:15]C)[CH:10]=2)=[O:7])=[C:4]([F:19])[CH:3]=1.[Si](I)(C)(C)C. Product: [Cl:1][C:2]1[CH:18]=[CH:17][C:5]([C:6]([NH:8][C:9]2[CH:14]=[CH:13][NH:12][C:11](=[O:15])[CH:10]=2)=[O:7])=[C:4]([F:19])[CH:3]=1. The catalyst class is: 10. (5) Reactant: [Cl:1][C:2]1[CH:15]=[C:14]([Cl:16])[CH:13]=[CH:12][C:3]=1[O:4][C:5]1[CH:11]=[CH:10][C:8]([NH2:9])=[CH:7][CH:6]=1.C[N:18]([CH:20]=O)C.Br[CH2:23][C:24]([C:26]1[CH:31]=[CH:30][C:29]([O:32][CH2:33][CH2:34][CH2:35][N:36]([CH2:39][CH3:40])[CH2:37][CH3:38])=[CH:28][CH:27]=1)=O. Product: [CH2:15]([C:20]1[N:9]([C:8]2[CH:7]=[CH:6][C:5]([O:4][C:3]3[CH:12]=[CH:13][C:14]([Cl:16])=[CH:15][C:2]=3[Cl:1])=[CH:11][CH:10]=2)[CH:23]=[C:24]([C:26]2[CH:31]=[CH:30][C:29]([O:32][CH2:33][CH2:34][CH2:35][N:36]([CH2:39][CH3:40])[CH2:37][CH3:38])=[CH:28][CH:27]=2)[N:18]=1)[CH2:2][CH2:3][CH3:12]. The catalyst class is: 238.